This data is from Forward reaction prediction with 1.9M reactions from USPTO patents (1976-2016). The task is: Predict the product of the given reaction. (1) Given the reactants [OH:1][C:2]1[CH:3]=[C:4]([CH:14]=[C:15]([CH:17]([CH3:19])[CH3:18])[CH:16]=1)[CH2:5][NH:6][C:7](=[O:13])[O:8][C:9]([CH3:12])([CH3:11])[CH3:10].[CH3:20][S:21](Cl)(=[O:23])=[O:22], predict the reaction product. The product is: [CH3:20][S:21]([O:1][C:2]1[CH:16]=[C:15]([CH:17]([CH3:19])[CH3:18])[CH:14]=[C:4]([CH2:5][NH:6][C:7]([O:8][C:9]([CH3:12])([CH3:11])[CH3:10])=[O:13])[CH:3]=1)(=[O:23])=[O:22]. (2) Given the reactants [CH3:1][O:2][CH2:3][CH2:4][O:5][C:6]1[CH:7]=[C:8]([CH2:17]O)[CH:9]=[C:10]([O:12][CH2:13][CH2:14][O:15][CH3:16])[CH:11]=1.CCN(C(C)C)C(C)C.CS([Cl:32])(=O)=O.[Cl-].[K+], predict the reaction product. The product is: [Cl:32][CH2:17][C:8]1[CH:7]=[C:6]([O:5][CH2:4][CH2:3][O:2][CH3:1])[CH:11]=[C:10]([O:12][CH2:13][CH2:14][O:15][CH3:16])[CH:9]=1.